This data is from Forward reaction prediction with 1.9M reactions from USPTO patents (1976-2016). The task is: Predict the product of the given reaction. (1) Given the reactants Cl.CN(C)CCCN=C=NCC.[NH2:13][CH:14]1[C:20](=[O:21])[NH:19][C:18]2[CH:22]=[CH:23][CH:24]=[CH:25][C:17]=2[NH:16][C:15]1=[O:26].[F:27][C:28]([F:33])([F:32])[C:29](O)=[O:30], predict the reaction product. The product is: [O:21]=[C:20]1[NH:19][C:18]2[CH:22]=[CH:23][CH:24]=[CH:25][C:17]=2[NH:16][C:15](=[O:26])[CH:14]1[NH:13][C:29](=[O:30])[C:28]([F:33])([F:32])[F:27]. (2) The product is: [F:1][C:2]1[CH:9]=[CH:8][C:5]([CH2:6][NH:7][C:14]([NH:27][C:28]2[CH:37]=[CH:36][CH:35]=[C:34]3[C:29]=2[CH:30]=[C:31]([CH3:38])[N:32]=[CH:33]3)=[O:15])=[CH:4][C:3]=1[C:10]([F:11])([F:12])[F:13]. Given the reactants [F:1][C:2]1[CH:9]=[CH:8][C:5]([CH2:6][NH2:7])=[CH:4][C:3]=1[C:10]([F:13])([F:12])[F:11].[C:14](Cl)(Cl)=[O:15].CCN(C(C)C)C(C)C.[NH2:27][C:28]1[CH:37]=[CH:36][CH:35]=[C:34]2[C:29]=1[CH:30]=[C:31]([CH3:38])[N:32]=[CH:33]2, predict the reaction product.